Dataset: Reaction yield outcomes from USPTO patents with 853,638 reactions. Task: Predict the reaction yield, written as a fraction of the theoretical maximum amount of product (1.0 means a 100% yield; for example, 0.34 means a 34% yield). (1) The reactants are CC(OI1(OC(C)=O)(OC(C)=O)OC(=O)C2C=CC=CC1=2)=O.[OH:23][C@H:24]1[CH2:28][CH2:27][C@@H:26]([NH:29][C:30](=[O:36])[O:31][C:32]([CH3:35])([CH3:34])[CH3:33])[CH2:25]1. The catalyst is ClCCl. The product is [O:23]=[C:24]1[CH2:28][CH2:27][C@@H:26]([NH:29][C:30](=[O:36])[O:31][C:32]([CH3:34])([CH3:33])[CH3:35])[CH2:25]1. The yield is 0.840. (2) The reactants are [NH2:1][C:2]1[CH:7]=[CH:6][C:5]([CH2:8][CH2:9][NH2:10])=[CH:4][CH:3]=1.C[Si]([N-][Si](C)(C)C)(C)C.[Na+].[CH2:21]1[O:29][C@H:22]1[C:23]1[CH:28]=[CH:27][CH:26]=[CH:25][CH:24]=1.Cl.C(OC(C)C)(=O)C.[OH-].[Na+]. The catalyst is O1CCCC1.CN1CCCN(C)C1=O. The product is [NH2:10][CH2:9][CH2:8][C:5]1[CH:6]=[CH:7][C:2]([NH:1][CH2:21][C@H:22]([C:23]2[CH:28]=[CH:27][CH:26]=[CH:25][CH:24]=2)[OH:29])=[CH:3][CH:4]=1. The yield is 0.400. (3) The reactants are [Cl:1][C:2]1[CH:3]=[C:4]([N+:9]([O-:11])=[O:10])[CH:5]=[CH:6][C:7]=1F.[SH:12][C:13]1[N:18]=[CH:17][CH:16]=[CH:15][N:14]=1. No catalyst specified. The product is [Cl:1][C:2]1[CH:3]=[C:4]([N+:9]([O-:11])=[O:10])[CH:5]=[CH:6][C:7]=1[S:12][C:13]1[N:18]=[CH:17][CH:16]=[CH:15][N:14]=1. The yield is 0.750. (4) The reactants are C[Si]([N-][Si](C)(C)C)(C)C.[Li+].[CH3:11][C:12]1[CH:17]=[CH:16][C:15]([S:18]([N:21]2[CH:25]=[CH:24][C:23]([C:26](=[O:28])[CH3:27])=[N:22]2)(=[O:20])=[O:19])=[CH:14][CH:13]=1.[C:29](OCC)(=[O:35])[C:30]([O:32][CH2:33][CH3:34])=[O:31].C(OCC)C. The catalyst is O1CCCC1.O. The product is [CH2:33]([O:32][C:30](=[O:31])[C:29](=[O:35])[CH2:27][C:26]([C:23]1[CH:24]=[CH:25][N:21]([S:18]([C:15]2[CH:16]=[CH:17][C:12]([CH3:11])=[CH:13][CH:14]=2)(=[O:20])=[O:19])[N:22]=1)=[O:28])[CH3:34]. The yield is 0.920. (5) The reactants are [CH3:1][O:2][C:3]1[S:7][C:6](N)=[N:5][CH:4]=1.[C:9]([Cu])#[N:10]. No catalyst specified. The product is [CH3:1][O:2][C:3]1[S:7][C:6]([C:9]#[N:10])=[N:5][CH:4]=1. The yield is 0.300. (6) The reactants are [Br:1][C:2]1[CH:3]=[C:4]2[C:8](=[C:9]([C:11]([O:13][CH2:14][CH3:15])=[O:12])[CH:10]=1)[NH:7][CH:6]=[C:5]2[CH:16]1[CH2:21][CH2:20][CH2:19]S[CH2:17]1.C(N(CC(O)=O)CC(O)=O)CN(CC(O)=O)CC(O)=O.O[O:43][S:44]([O-:46])=O.[K+].C(=O)(O)[O-].[Na+]. The catalyst is COCCOC.O. The product is [Br:1][C:2]1[CH:3]=[C:4]2[C:8](=[C:9]([C:11]([O:13][CH2:14][CH3:15])=[O:12])[CH:10]=1)[NH:7][CH:6]=[C:5]2[CH:16]1[CH2:21][CH2:20][CH2:19][S:44](=[O:46])(=[O:43])[CH2:17]1. The yield is 0.710. (7) The reactants are [Cl:1][C:2]1[CH:7]=[C:6]([Cl:8])[CH:5]=[CH:4][C:3]=1[OH:9].[Br:10]Br.C(N)(C)(C)C. The catalyst is C1(C)C=CC=CC=1. The product is [Br:10][C:4]1[CH:5]=[C:6]([Cl:8])[CH:7]=[C:2]([Cl:1])[C:3]=1[OH:9]. The yield is 0.960. (8) The reactants are Cl[C:2]1[C:3]([CH:16]=O)=[C:4]([O:8][CH2:9][C:10]2[CH:15]=[CH:14][CH:13]=[CH:12][CH:11]=2)[CH:5]=[N:6][CH:7]=1.[C:18]([O:22][CH3:23])(=[O:21])[CH2:19][SH:20].C(=O)([O-])[O-].[Cs+].[Cs+]. The catalyst is O1CCCC1. The yield is 0.550. The product is [CH2:9]([O:8][C:4]1[CH:5]=[N:6][CH:7]=[C:2]2[S:20][C:19]([C:18]([O:22][CH3:23])=[O:21])=[CH:16][C:3]=12)[C:10]1[CH:11]=[CH:12][CH:13]=[CH:14][CH:15]=1.